From a dataset of Forward reaction prediction with 1.9M reactions from USPTO patents (1976-2016). Predict the product of the given reaction. (1) The product is: [CH3:20][C:21]1[CH:26]=[CH:25][C:24]([CH3:27])=[CH:23][C:22]=1[NH:28][C:29](=[O:30])[NH:1][C:2]1[CH:3]=[CH:4][C:5]([C:8]2[C:16]3[C:11](=[N:12][CH:13]=[CH:14][CH:15]=3)[NH:10][C:9]=2[C:17]([NH2:19])=[O:18])=[CH:6][CH:7]=1. Given the reactants [NH2:1][C:2]1[CH:7]=[CH:6][C:5]([C:8]2[C:16]3[C:11](=[N:12][CH:13]=[CH:14][CH:15]=3)[NH:10][C:9]=2[C:17]([NH2:19])=[O:18])=[CH:4][CH:3]=1.[CH3:20][C:21]1[CH:26]=[CH:25][C:24]([CH3:27])=[CH:23][C:22]=1[N:28]=[C:29]=[O:30], predict the reaction product. (2) Given the reactants [NH2:1][C@@H:2]1[CH2:6][CH2:5][C@@H:4]([O:7][Si](C(C)(C)C)(C2C=CC=CC=2)C2C=CC=CC=2)[C@@:3]1([CH3:26])[OH:25].[Cl:27][C:28]1[C:35]([CH2:36][CH3:37])=[C:34](F)[CH:33]=[CH:32][C:29]=1[C:30]#[N:31], predict the reaction product. The product is: [Cl:27][C:28]1[C:35]([CH2:36][CH3:37])=[C:34]([NH:1][C@@H:2]2[CH2:6][CH2:5][C@@H:4]([OH:7])[C@:3]2([OH:25])[CH3:26])[CH:33]=[CH:32][C:29]=1[C:30]#[N:31]. (3) Given the reactants [S:1]1[C:5]([C:6]([OH:8])=O)=[CH:4][C:3]2[CH:9]=[CH:10][CH:11]=[CH:12][C:2]1=2.[NH2:13][C:14]1[CH:15]=[CH:16][C:17]([N:22]2[CH2:27][CH2:26][CH:25]([OH:28])[CH2:24][CH2:23]2)=[C:18]([CH:21]=1)[C:19]#[N:20], predict the reaction product. The product is: [C:19]([C:18]1[CH:21]=[C:14]([NH:13][C:6]([C:5]2[S:1][C:2]3[CH:12]=[CH:11][CH:10]=[CH:9][C:3]=3[CH:4]=2)=[O:8])[CH:15]=[CH:16][C:17]=1[N:22]1[CH2:27][CH2:26][CH:25]([OH:28])[CH2:24][CH2:23]1)#[N:20]. (4) The product is: [F:19][C:20]1[CH:21]=[C:22]([C:27]2([OH:32])[CH2:31][CH2:30][O:29][CH2:28]2)[CH:23]=[C:24]([F:26])[C:25]=1[B:5]1[O:6][C:7]([CH3:12])([CH3:13])[C:8]([CH3:10])([CH3:11])[O:9]1. Given the reactants C(O[B:5]1[O:9][C:8]([CH3:11])([CH3:10])[C:7]([CH3:13])([CH3:12])[O:6]1)(C)C.C([Li])CCC.[F:19][C:20]1[CH:21]=[C:22]([C:27]2([OH:32])[CH2:31][CH2:30][O:29][CH2:28]2)[CH:23]=[C:24]([F:26])[CH:25]=1, predict the reaction product. (5) Given the reactants C[O:2][C:3](=[O:28])[C@H:4]([CH2:13][S:14][C:15]1[CH:20]=[CH:19][C:18]([C:21]([O:23][CH2:24][CH:25]=[CH2:26])=[O:22])=[CH:17][C:16]=1[NH2:27])[NH:5][C:6]([O:8][C:9]([CH3:12])([CH3:11])[CH3:10])=[O:7].[OH-].[Na+], predict the reaction product. The product is: [CH2:24]([O:23][C:21](=[O:22])[C:18]1[CH:19]=[CH:20][C:15]([S:14][CH2:13][C@@H:4]([NH:5][C:6]([O:8][C:9]([CH3:11])([CH3:10])[CH3:12])=[O:7])[C:3]([OH:28])=[O:2])=[C:16]([NH2:27])[CH:17]=1)[CH:25]=[CH2:26].